Dataset: Forward reaction prediction with 1.9M reactions from USPTO patents (1976-2016). Task: Predict the product of the given reaction. (1) Given the reactants [CH2:1]([O:3][C:4](=[O:17])[CH:5]([N:7]1[C:15]2[C:10](=[CH:11][CH:12]=[C:13]([OH:16])[CH:14]=2)[CH:9]=[CH:8]1)[CH3:6])[CH3:2].[CH3:18][N:19]1[C:23]([CH2:24]O)=[CH:22][C:21]([C:26]2[CH:31]=[CH:30][C:29]([O:32][C:33]([F:36])([F:35])[F:34])=[CH:28][CH:27]=2)=[N:20]1.CN(C)C(N=NC(N(C)C)=O)=O.C(P(CCCC)CCCC)CCC, predict the reaction product. The product is: [CH2:1]([O:3][C:4](=[O:17])[CH:5]([N:7]1[C:15]2[C:10](=[CH:11][CH:12]=[C:13]([O:16][CH2:24][C:23]3[N:19]([CH3:18])[N:20]=[C:21]([C:26]4[CH:27]=[CH:28][C:29]([O:32][C:33]([F:35])([F:34])[F:36])=[CH:30][CH:31]=4)[CH:22]=3)[CH:14]=2)[CH:9]=[CH:8]1)[CH3:6])[CH3:2]. (2) Given the reactants [CH3:1][C:2]1[C:7]([CH:8]([CH2:13][CH2:14][CH3:15])[C:9]([O:11]C)=[O:10])=[C:6]([C:16]2[CH:25]=[CH:24][CH:23]=[C:22]3[C:17]=2[CH:18]=[CH:19][CH:20]=[N:21]3)[N:5]=[C:4]([N:26]2[CH2:31][CH2:30][CH2:29][CH2:28][CH2:27]2)[N:3]=1.[OH-].[Na+], predict the reaction product. The product is: [CH3:1][C:2]1[C:7]([CH:8]([CH2:13][CH2:14][CH3:15])[C:9]([OH:11])=[O:10])=[C:6]([C:16]2[CH:25]=[CH:24][CH:23]=[C:22]3[C:17]=2[CH:18]=[CH:19][CH:20]=[N:21]3)[N:5]=[C:4]([N:26]2[CH2:31][CH2:30][CH2:29][CH2:28][CH2:27]2)[N:3]=1. (3) The product is: [NH2:7][C@H:8]([CH2:9][CH3:10])[CH2:11][NH:12][C:13]1[C:18]2[C:17](=[CH:22][CH:21]=[CH:20][CH:19]=2)[N:16]=[C:15]([C:23]2[CH:28]=[C:27]([O:29][C:43](=[O:44])[C:42]3[CH:46]=[CH:47][CH:48]=[CH:49][C:41]=3[O:40][CH3:39])[CH:26]=[CH:25][C:24]=2[OH:30])[N:14]=1. Given the reactants C(OC(=O)[NH:7][C@@H:8]([CH2:11][NH:12][C:13]1[C:22]2[C:17](=[CH:18][CH:19]=[CH:20][CH:21]=2)[N:16]=[C:15]([C:23]2[CH:28]=[C:27]([OH:29])[CH:26]=[CH:25][C:24]=2[OH:30])[N:14]=1)[CH2:9][CH3:10])(C)(C)C.C(N(CC)CC)C.[CH3:39][O:40][C:41]1[CH:49]=[CH:48][CH:47]=[CH:46][C:42]=1[C:43](Cl)=[O:44].FC(F)(F)C(O)=O.C(=O)([O-])O.[Na+], predict the reaction product. (4) Given the reactants [Al+3].[Cl-].[Cl-].[Cl-].[CH3:5][O:6][C:7]1[CH:15]=[N:14][C:13]([C:16]2[CH:21]=[N:20][CH:19]=[CH:18][N:17]=2)=[C:12]2[C:8]=1[CH:9]=[CH:10][NH:11]2.C([O-])(=[O:24])C.[NH4+].C[CH2:28][O:29][C:30]([CH3:32])=[O:31], predict the reaction product. The product is: [CH3:28][O:29][C:30](=[O:31])[C:32]([C:9]1[C:8]2[C:12](=[C:13]([C:16]3[CH:21]=[N:20][CH:19]=[CH:18][N:17]=3)[N:14]=[CH:15][C:7]=2[O:6][CH3:5])[NH:11][CH:10]=1)=[O:24]. (5) Given the reactants Cl[C:2]1[C:7]2[CH2:8][N:9]([CH2:12][C:13]3[CH:25]=[CH:24][C:16]([C:17]([O:19][C:20]([CH3:23])([CH3:22])[CH3:21])=[O:18])=[C:15]([CH3:26])[CH:14]=3)[C:10](=[O:11])[C:6]=2[CH:5]=[CH:4][N:3]=1.[CH:27]([O:29][C:30]1[CH:35]=[CH:34][CH:33]=[CH:32][CH:31]=1)=[O:28], predict the reaction product. The product is: [C:20]([O:19][C:17]([C:16]1[CH:24]=[CH:25][C:13]([CH2:12][N:9]2[C:10](=[O:11])[C:6]3[CH:5]=[CH:4][N:3]=[C:2]([C:27]([O:29][C:30]4[CH:35]=[CH:34][CH:33]=[CH:32][CH:31]=4)=[O:28])[C:7]=3[CH2:8]2)=[CH:14][C:15]=1[CH3:26])=[O:18])([CH3:23])([CH3:22])[CH3:21]. (6) Given the reactants [CH2:1]([C:4]1[S:29][C:7]2[N:8]=[C:9]([O:25][CH2:26][CH2:27][NH2:28])[N:10]=[C:11]([N:12]3[CH2:17][CH2:16][N:15]4[C:18]([C:21]([F:24])([F:23])[F:22])=[N:19][N:20]=[C:14]4[CH2:13]3)[C:6]=2[CH:5]=1)[CH2:2][CH3:3].C(N(CC)CC)C.[CH2:37]([O:39][C:40](Cl)=[O:41])[CH3:38], predict the reaction product. The product is: [CH2:37]([O:39][C:40](=[O:41])[NH:28][CH2:27][CH2:26][O:25][C:9]1[N:10]=[C:11]([N:12]2[CH2:17][CH2:16][N:15]3[C:18]([C:21]([F:22])([F:24])[F:23])=[N:19][N:20]=[C:14]3[CH2:13]2)[C:6]2[CH:5]=[C:4]([CH2:1][CH2:2][CH3:3])[S:29][C:7]=2[N:8]=1)[CH3:38].